From a dataset of Full USPTO retrosynthesis dataset with 1.9M reactions from patents (1976-2016). Predict the reactants needed to synthesize the given product. (1) Given the product [CH2:21]([O:20][C:16](=[O:19])/[CH:17]=[CH:18]/[C:2]1[CH:3]=[C:4]([C:8]2([C:11]([O:13][CH2:14][CH3:15])=[O:12])[CH2:10][CH2:9]2)[CH:5]=[CH:6][CH:7]=1)[CH3:22], predict the reactants needed to synthesize it. The reactants are: Br[C:2]1[CH:3]=[C:4]([C:8]2([C:11]([O:13][CH2:14][CH3:15])=[O:12])[CH2:10][CH2:9]2)[CH:5]=[CH:6][CH:7]=1.[C:16]([O:20][CH2:21][CH3:22])(=[O:19])[CH:17]=[CH2:18].C1(C)C=CC=CC=1P(C1C=CC=CC=1C)C1C=CC=CC=1C. (2) Given the product [C:1]1([CH:7]2[CH2:8][CH2:9][N:10]([CH2:14][C:15]3[CH:20]=[CH:19][C:18]([CH2:21][C:22]#[N:23])=[CH:17][CH:16]=3)[CH2:11][CH2:12]2)[CH:6]=[CH:5][CH:4]=[CH:3][CH:2]=1, predict the reactants needed to synthesize it. The reactants are: [C:1]1([CH:7]2[CH2:12][CH2:11][NH:10][CH2:9][CH2:8]2)[CH:6]=[CH:5][CH:4]=[CH:3][CH:2]=1.Br[CH2:14][C:15]1[CH:20]=[CH:19][C:18]([CH2:21][C:22]#[N:23])=[CH:17][CH:16]=1. (3) Given the product [Br:11][C:9]1[CH:10]=[C:6]([Br:5])[S:7][C:8]=1[C:13](=[O:19])[C:14]([O:16][CH2:17][CH3:18])=[O:15], predict the reactants needed to synthesize it. The reactants are: [Cl-].[Al+3].[Cl-].[Cl-].[Br:5][C:6]1[S:7][CH:8]=[C:9]([Br:11])[CH:10]=1.Cl[C:13](=[O:19])[C:14]([O:16][CH2:17][CH3:18])=[O:15]. (4) Given the product [Cl:1][C:2]1[CH:20]=[CH:19][C:5]2[O:6][C:7]3[CH:18]=[CH:17][CH:16]=[CH:15][C:8]=3[C@H:9]3[CH2:13][NH:12][CH2:11][C@@H:10]3[C:4]=2[CH:3]=1, predict the reactants needed to synthesize it. The reactants are: [Cl:1][C:2]1[CH:20]=[CH:19][C:5]2[O:6][C:7]3[CH:18]=[CH:17][CH:16]=[CH:15][C:8]=3[C@H:9]3[CH2:13][NH:12][C:11](=O)[C@@H:10]3[C:4]=2[CH:3]=1.Cl.[OH-].[K+]. (5) Given the product [NH2:14][C:11]1[CH:12]=[CH:13][C:8]([O:7][C:4]2[CH:3]=[C:2]([CH3:1])[NH:6][N:5]=2)=[C:9]([C:17]([F:20])([F:19])[F:18])[CH:10]=1, predict the reactants needed to synthesize it. The reactants are: [CH3:1][C:2]1[NH:6][N:5]=[C:4]([O:7][C:8]2[CH:13]=[CH:12][C:11]([N+:14]([O-])=O)=[CH:10][C:9]=2[C:17]([F:20])([F:19])[F:18])[CH:3]=1.[H][H].